Task: Binary Classification. Given a drug SMILES string, predict its activity (active/inactive) in a high-throughput screening assay against a specified biological target.. Dataset: Choline transporter screen with 302,306 compounds The compound is Clc1c(N2CCOCC2)ccc(NC(=O)c2ccc(Cl)cc2)c1. The result is 0 (inactive).